This data is from CYP1A2 inhibition data for predicting drug metabolism from PubChem BioAssay. The task is: Regression/Classification. Given a drug SMILES string, predict its absorption, distribution, metabolism, or excretion properties. Task type varies by dataset: regression for continuous measurements (e.g., permeability, clearance, half-life) or binary classification for categorical outcomes (e.g., BBB penetration, CYP inhibition). Dataset: cyp1a2_veith. (1) The drug is Cc1ccc(C)c(N(CC(=O)NC2CCCC2)C(=O)c2cc3cc4cccc(C)c4nc3s2)c1. The result is 0 (non-inhibitor). (2) The compound is COc1ccc(/C=C2\CCCC3C2=NN(C(=O)c2ccco2)C3c2ccc(OC)c(OC)c2)cc1OC. The result is 0 (non-inhibitor). (3) The compound is CCCCCCCCCCCCCC(=O)O[C@H](CC(=O)O)C[N+](C)(C)C. The result is 0 (non-inhibitor).